From a dataset of Forward reaction prediction with 1.9M reactions from USPTO patents (1976-2016). Predict the product of the given reaction. (1) Given the reactants [CH3:1][C:2]1([CH3:16])[CH2:14][C:6]2=[C:7]([CH:12]=[O:13])[S:8][C:9]([S:10][CH3:11])=[C:5]2[C:4](=[O:15])[CH2:3]1.[C:17]([Li])#[C:18][CH3:19], predict the reaction product. The product is: [C:12]([C:7]1[S:8][C:9]([S:10][CH3:11])=[C:5]2[C:4](=[O:15])[CH2:3][C:2]([CH3:16])([CH3:1])[CH2:14][C:6]=12)(=[O:13])[C:17]#[C:18][CH3:19]. (2) The product is: [ClH:1].[CH3:8][C:6]1[N:7]=[C:2]([N:31]2[CH2:36][CH2:35][O:34][CH2:33][CH2:32]2)[CH:3]=[CH:4][C:5]=1[C:9]([N:11]1[CH2:16][CH2:15][N:14]([S:17]([C:20]2[CH:25]=[CH:24][C:23]([C:26]([F:29])([F:28])[F:27])=[CH:22][CH:21]=2)(=[O:19])=[O:18])[CH2:13][C@@H:12]1[CH3:30])=[O:10]. Given the reactants [Cl:1][C:2]1[N:7]=[C:6]([CH3:8])[C:5]([C:9]([N:11]2[CH2:16][CH2:15][N:14]([S:17]([C:20]3[CH:25]=[CH:24][C:23]([C:26]([F:29])([F:28])[F:27])=[CH:22][CH:21]=3)(=[O:19])=[O:18])[CH2:13][C@@H:12]2[CH3:30])=[O:10])=[CH:4][CH:3]=1.[NH:31]1[CH2:36][CH2:35][O:34][CH2:33][CH2:32]1, predict the reaction product.